Dataset: Full USPTO retrosynthesis dataset with 1.9M reactions from patents (1976-2016). Task: Predict the reactants needed to synthesize the given product. (1) Given the product [CH3:15][O:16][C:17](=[O:34])[C:18]1[CH:23]=[C:22]([CH2:24][CH3:25])[CH:21]=[CH:20][C:19]=1[NH:7][C:5]1[N:4]([C:8]2[CH:13]=[CH:12][CH:11]=[CH:10][C:9]=2[CH3:14])[N:3]=[C:2]([CH3:1])[CH:6]=1, predict the reactants needed to synthesize it. The reactants are: [CH3:1][C:2]1[CH:6]=[C:5]([NH2:7])[N:4]([C:8]2[CH:13]=[CH:12][CH:11]=[CH:10][C:9]=2[CH3:14])[N:3]=1.[CH3:15][O:16][C:17](=[O:34])[C:18]1[CH:23]=[C:22]([CH2:24][CH3:25])[CH:21]=[CH:20][C:19]=1OS(C(F)(F)F)(=O)=O.P([O-])([O-])([O-])=O.[K+].[K+].[K+].O. (2) The reactants are: [CH3:1][O:2][C:3]1[CH:8]=[CH:7][C:6]([NH:9][CH:10]=[C:11]([C:17](OCC)=O)[C:12]([O:14][CH2:15][CH3:16])=[O:13])=[CH:5][CH:4]=1.O=P(Cl)(Cl)[Cl:24]. Given the product [Cl:24][C:17]1[C:5]2[C:6](=[CH:7][CH:8]=[C:3]([O:2][CH3:1])[CH:4]=2)[N:9]=[CH:10][C:11]=1[C:12]([O:14][CH2:15][CH3:16])=[O:13], predict the reactants needed to synthesize it. (3) Given the product [F:1][C:2]1[CH:3]=[CH:4][C:5]2[N:6]([C:8]([C:11]3[N:16]=[C:15]([NH:17][C@@H:18]4[CH2:23][CH2:22][CH2:21][NH:20][CH2:19]4)[CH:14]=[C:13]([C:31]4[N:35]([CH3:36])[N:34]=[N:33][N:32]=4)[N:12]=3)=[CH:9][N:10]=2)[CH:7]=1, predict the reactants needed to synthesize it. The reactants are: [F:1][C:2]1[CH:3]=[CH:4][C:5]2[N:6]([C:8]([C:11]3[N:16]=[C:15]([NH:17][C@@H:18]4[CH2:23][CH2:22][CH2:21][N:20](C(OC(C)(C)C)=O)[CH2:19]4)[CH:14]=[C:13]([C:31]4[N:35]([CH3:36])[N:34]=[N:33][N:32]=4)[N:12]=3)=[CH:9][N:10]=2)[CH:7]=1.FC(F)(F)C(O)=O. (4) The reactants are: [N+:1]([C:4]1[CH:5]=[C:6]([SH:13])[CH:7]=[C:8]([N+:10]([O-:12])=[O:11])[CH:9]=1)([O-:3])=[O:2].[OH-].[Na+].Br[CH2:17][CH2:18][CH2:19][CH2:20][N:21]1[C:25](=[O:26])[C:24]2=[CH:27][CH:28]=[CH:29][CH:30]=[C:23]2[C:22]1=[O:31]. Given the product [N+:10]([C:8]1[CH:7]=[C:6]([S:13][CH2:17][CH2:18][CH2:19][CH2:20][N:21]2[C:25](=[O:26])[C:24]3[C:23](=[CH:30][CH:29]=[CH:28][CH:27]=3)[C:22]2=[O:31])[CH:5]=[C:4]([N+:1]([O-:3])=[O:2])[CH:9]=1)([O-:12])=[O:11], predict the reactants needed to synthesize it. (5) Given the product [F:9][C:6]1([F:10])[CH2:7][CH2:8][C:3]([NH:2][C:37](=[O:38])[CH2:36][C:31]2[CH:30]=[C:29]([C:26]3[CH:27]=[CH:28][C:23]([F:22])=[CH:24][CH:25]=3)[CH:34]=[CH:33][C:32]=2[CH3:35])([C:11]([O:13][CH3:14])=[O:12])[CH2:4][CH2:5]1, predict the reactants needed to synthesize it. The reactants are: Cl.[NH2:2][C:3]1([C:11]([O:13][CH3:14])=[O:12])[CH2:8][CH2:7][C:6]([F:10])([F:9])[CH2:5][CH2:4]1.C(N(CC)CC)C.[F:22][C:23]1[CH:28]=[CH:27][C:26]([C:29]2[CH:34]=[CH:33][C:32]([CH3:35])=[C:31]([CH2:36][C:37](O)=[O:38])[CH:30]=2)=[CH:25][CH:24]=1.P(Cl)(Cl)(Cl)=O. (6) Given the product [CH2:1]([C:4]1[C:12]([O:13][CH:25]([F:27])[F:26])=[CH:11][C:10]([CH3:14])=[C:9]2[C:5]=1[CH:6]=[CH:7][N:8]2[C:15]([O:17][C:18]([CH3:21])([CH3:20])[CH3:19])=[O:16])[CH:2]=[CH2:3], predict the reactants needed to synthesize it. The reactants are: [CH2:1]([C:4]1[C:12]([OH:13])=[CH:11][C:10]([CH3:14])=[C:9]2[C:5]=1[CH:6]=[CH:7][N:8]2[C:15]([O:17][C:18]([CH3:21])([CH3:20])[CH3:19])=[O:16])[CH:2]=[CH2:3].[OH-].[K+].Br[C:25](P(=O)(OCC)OCC)([F:27])[F:26].